Dataset: Forward reaction prediction with 1.9M reactions from USPTO patents (1976-2016). Task: Predict the product of the given reaction. (1) The product is: [CH3:24][S:25]([OH:28])(=[O:27])=[O:26].[F:1][C:2]1[CH:7]=[CH:6][CH:5]=[CH:4][C:3]=1[CH2:8][O:9][C:10]1[CH:15]=[CH:14][C:13]([C@@H:16]2[NH:20][C@H:19]([C:21]([NH2:23])=[O:22])[CH2:18][CH2:17]2)=[CH:12][CH:11]=1. Given the reactants [F:1][C:2]1[CH:7]=[CH:6][CH:5]=[CH:4][C:3]=1[CH2:8][O:9][C:10]1[CH:15]=[CH:14][C:13]([C@@H:16]2[NH:20][C@H:19]([C:21]([NH2:23])=[O:22])[CH2:18][CH2:17]2)=[CH:12][CH:11]=1.[CH3:24][S:25]([OH:28])(=[O:27])=[O:26], predict the reaction product. (2) Given the reactants C(OC(=O)[NH:7][C:8]1[S:9][C:10]([C:34]2[CH:39]=[CH:38][C:37]([C:40]#[N:41])=[CH:36][CH:35]=2)=[CH:11][C:12]=1[C:13]([N:15]1[CH2:20][CH2:19][CH:18]([N:21]2[CH2:33][CH2:32][CH2:31][C:23]3([C:27](=[O:28])[O:26][C:25]([CH3:30])([CH3:29])[CH2:24]3)[CH2:22]2)[CH2:17][CH2:16]1)=[O:14])(C)(C)C.C(=O)([O-])O.[Na+], predict the reaction product. The product is: [NH2:7][C:8]1[S:9][C:10]([C:34]2[CH:35]=[CH:36][C:37]([C:40]#[N:41])=[CH:38][CH:39]=2)=[CH:11][C:12]=1[C:13]([N:15]1[CH2:16][CH2:17][CH:18]([N:21]2[CH2:33][CH2:32][CH2:31][C:23]3([C:27](=[O:28])[O:26][C:25]([CH3:30])([CH3:29])[CH2:24]3)[CH2:22]2)[CH2:19][CH2:20]1)=[O:14].